Dataset: Peptide-MHC class I binding affinity with 185,985 pairs from IEDB/IMGT. Task: Regression. Given a peptide amino acid sequence and an MHC pseudo amino acid sequence, predict their binding affinity value. This is MHC class I binding data. (1) The peptide sequence is YQEPPAHGL. The MHC is HLA-B58:01 with pseudo-sequence HLA-B58:01. The binding affinity (normalized) is 0.213. (2) The peptide sequence is IPPYCTIAPV. The MHC is HLA-B07:02 with pseudo-sequence HLA-B07:02. The binding affinity (normalized) is 0.367. (3) The peptide sequence is DPHGPVQLSYYD. The MHC is HLA-A26:01 with pseudo-sequence HLA-A26:01. The binding affinity (normalized) is 0. (4) The peptide sequence is LPIFFCLWVY. The MHC is HLA-A02:03 with pseudo-sequence HLA-A02:03. The binding affinity (normalized) is 0.291. (5) The peptide sequence is SLRPNDIVY. The MHC is HLA-A31:01 with pseudo-sequence HLA-A31:01. The binding affinity (normalized) is 0.0847. (6) The peptide sequence is KLITPNYMK. The MHC is HLA-A33:01 with pseudo-sequence HLA-A33:01. The binding affinity (normalized) is 0.